Dataset: Catalyst prediction with 721,799 reactions and 888 catalyst types from USPTO. Task: Predict which catalyst facilitates the given reaction. (1) Reactant: S(Cl)(Cl)=O.[O:5]=[C:6]1[NH:10][CH:9]([C:11]([OH:13])=O)[CH2:8][CH2:7]1.[NH2:14][C:15]1[CH:16]=[CH:17][CH:18]=[C:19]2[C:24]=1[N:23]=[C:22]([C:25]1[CH:30]=[CH:29][CH:28]=[C:27]([C:31]([F:34])([F:33])[F:32])[CH:26]=1)[N:21]([CH3:35])[C:20]2=[O:36].C(N(CC)CC)C. Product: [CH3:35][N:21]1[C:20](=[O:36])[C:19]2[C:24](=[C:15]([NH:14][C:11]([CH:9]3[CH2:8][CH2:7][C:6](=[O:5])[NH:10]3)=[O:13])[CH:16]=[CH:17][CH:18]=2)[N:23]=[C:22]1[C:25]1[CH:30]=[CH:29][CH:28]=[C:27]([C:31]([F:33])([F:32])[F:34])[CH:26]=1. The catalyst class is: 118. (2) Reactant: [C:1]([C:5]1[CH:10]=[C:9]([Cl:11])[N:8]=[CH:7][C:6]=1[NH:12]C(=O)OC(C)(C)C)#[C:2][CH2:3][CH3:4].CCCC[N+](CCCC)(CCCC)CCCC.[F-]. Product: [CH2:3]([C:2]1[NH:12][C:6]2=[CH:7][N:8]=[C:9]([Cl:11])[CH:10]=[C:5]2[CH:1]=1)[CH3:4]. The catalyst class is: 1. (3) Reactant: [C:1]([O:5][CH:6]([C:11]1[N:12]([CH3:32])[C:13](=[O:31])[C:14]2[C:19]([C:20]=1[N:21]([C:23]1[CH:28]=[CH:27][C:26]([CH3:29])=[C:25]([CH3:30])[CH:24]=1)[CH3:22])=[CH:18][CH:17]=[CH:16][CH:15]=2)[C:7]([O:9]C)=[O:8])([CH3:4])([CH3:3])[CH3:2].[Li+].[OH-].O.Cl.O. Product: [C:1]([O:5][CH:6]([C:11]1[N:12]([CH3:32])[C:13](=[O:31])[C:14]2[C:19]([C:20]=1[N:21]([C:23]1[CH:28]=[CH:27][C:26]([CH3:29])=[C:25]([CH3:30])[CH:24]=1)[CH3:22])=[CH:18][CH:17]=[CH:16][CH:15]=2)[C:7]([OH:9])=[O:8])([CH3:4])([CH3:3])[CH3:2]. The catalyst class is: 36. (4) Reactant: [NH2:1][C:2]1[CH:7]=[CH:6][C:5]([CH3:8])=[CH:4][CH:3]=1.CCN(CC)CC.[Cl:16][C:17]1[CH:25]=[CH:24][C:20]([C:21](Cl)=[O:22])=[CH:19][C:18]=1[C:26]([F:29])([F:28])[F:27]. Product: [Cl:16][C:17]1[CH:25]=[CH:24][C:20]([C:21]([NH:1][C:2]2[CH:7]=[CH:6][C:5]([CH3:8])=[CH:4][CH:3]=2)=[O:22])=[CH:19][C:18]=1[C:26]([F:27])([F:28])[F:29]. The catalyst class is: 2. (5) Reactant: C([O:3][C:4](=[O:37])[CH2:5][N:6]1[CH:11]=[C:10]([C:12](=[O:35])[NH:13][C:14]2[CH:15]=[N:16][C:17]([N:20]3[C:24]([C:25]([F:28])([F:27])[F:26])=[CH:23][C:22]([C:29]4[CH:30]=[N:31][CH:32]=[CH:33][CH:34]=4)=[N:21]3)=[CH:18][CH:19]=2)[CH:9]=[CH:8][C:7]1=[O:36])C.[Li+].[OH-].Cl. Product: [O:36]=[C:7]1[CH:8]=[CH:9][C:10]([C:12](=[O:35])[NH:13][C:14]2[CH:15]=[N:16][C:17]([N:20]3[C:24]([C:25]([F:27])([F:28])[F:26])=[CH:23][C:22]([C:29]4[CH:30]=[N:31][CH:32]=[CH:33][CH:34]=4)=[N:21]3)=[CH:18][CH:19]=2)=[CH:11][N:6]1[CH2:5][C:4]([OH:37])=[O:3]. The catalyst class is: 38. (6) Reactant: [F:1][C:2]1[CH:7]=[CH:6][C:5]([C@@H:8]([OH:30])[CH2:9][CH2:10][C@@H:11]2[C@@H:14]([C:15]3[CH:20]=[CH:19][C:18]([OH:21])=[CH:17][CH:16]=3)[N:13]([C:22]3[CH:27]=[CH:26][C:25]([I:28])=[CH:24][CH:23]=3)[C:12]2=[O:29])=[CH:4][CH:3]=1.FC(F)(F)S(O[Si](C(C)(C)C)(C)C)(=O)=[O:34].[Si:46](N1C=CN=C1)([C:49]([CH3:52])([CH3:51])[CH3:50])([CH3:48])[CH3:47].C(N([CH2:63][CH3:64])CC)C. Product: [C:63]([O:30][C@H:8]([C:5]1[CH:6]=[CH:7][C:2]([F:1])=[CH:3][CH:4]=1)[CH2:9][CH2:10][C@H:11]1[C:12](=[O:29])[N:13]([C:22]2[CH:23]=[CH:24][C:25]([I:28])=[CH:26][CH:27]=2)[C@@H:14]1[C:15]1[CH:20]=[CH:19][C:18]([O:21][Si:46]([C:49]([CH3:50])([CH3:51])[CH3:52])([CH3:47])[CH3:48])=[CH:17][CH:16]=1)(=[O:34])[CH3:64]. The catalyst class is: 2. (7) Reactant: C[O:2][C:3]([C:5]1[C:21]([F:22])=[C:20]([F:23])[C:8]2[N:9]=[C:10]([C:12]3[C:17]([Cl:18])=[CH:16][CH:15]=[CH:14][C:13]=3[Cl:19])[NH:11][C:7]=2[CH:6]=1)=[O:4].[OH-].[Na+].Cl. Product: [Cl:19][C:13]1[CH:14]=[CH:15][CH:16]=[C:17]([Cl:18])[C:12]=1[C:10]1[NH:11][C:7]2[CH:6]=[C:5]([C:3]([OH:4])=[O:2])[C:21]([F:22])=[C:20]([F:23])[C:8]=2[N:9]=1. The catalyst class is: 5. (8) Reactant: [Li].[N+](C(C)C)([O-])=[O:3].Br[CH2:9][C:10]1[C:18]2[C:14](=[N:15][S:16][N:17]=2)[CH:13]=[CH:12][CH:11]=1. Product: [N:15]1[S:16][N:17]=[C:18]2[C:10]([CH:9]=[O:3])=[CH:11][CH:12]=[CH:13][C:14]=12. The catalyst class is: 5. (9) Reactant: [O:1]=[C:2]1[N:11]([CH2:12][CH2:13][CH3:14])[C:10](=[O:15])[C:9]2[C:4](=[CH:5][CH:6]=[C:7]([C:16]([C:18]3[N:22]4[CH:23]=[CH:24][CH:25]=[CH:26][C:21]4=[C:20]([C:27]4[CH:28]=[C:29]([CH:38]=[CH:39][CH:40]=4)[C:30]([NH:32]/[C:33](=[N:36]/[H])/[CH2:34]O)=[O:31])[N:19]=3)=[O:17])[CH:8]=2)[NH:3]1. Product: [CH3:34][C:33]1[N:32]=[C:30]([C:29]2[CH:28]=[C:27]([C:20]3[N:19]=[C:18]([C:16]([C:7]4[CH:8]=[C:9]5[C:4](=[CH:5][CH:6]=4)[NH:3][C:2](=[O:1])[N:11]([CH2:12][CH2:13][CH3:14])[C:10]5=[O:15])=[O:17])[N:22]4[CH:23]=[CH:24][CH:25]=[CH:26][C:21]=34)[CH:40]=[CH:39][CH:38]=2)[O:31][N:36]=1. The catalyst class is: 215. (10) Reactant: [Br:1][C:2]1[S:6][C:5]([C:7]([O:9]C)=O)=[C:4]([NH:11][C:12]([NH:14][CH:15]2[CH2:20][CH2:19][N:18]([C:21]([O:23][C:24]([CH3:27])([CH3:26])[CH3:25])=[O:22])[CH2:17][CH2:16]2)=[O:13])[CH:3]=1.C[O-].[Na+].C(O)(=O)CC(CC(O)=O)(C(O)=O)O. Product: [Br:1][C:2]1[S:6][C:5]2[C:7](=[O:9])[N:14]([CH:15]3[CH2:20][CH2:19][N:18]([C:21]([O:23][C:24]([CH3:27])([CH3:26])[CH3:25])=[O:22])[CH2:17][CH2:16]3)[C:12](=[O:13])[NH:11][C:4]=2[CH:3]=1. The catalyst class is: 5.